Dataset: Full USPTO retrosynthesis dataset with 1.9M reactions from patents (1976-2016). Task: Predict the reactants needed to synthesize the given product. (1) Given the product [Cl:1][C:2]1[CH:31]=[CH:30][C:5]([CH2:6][NH:7][C:8]([C:10]2[C:19](=[O:20])[C:18]3[C:13](=[C:14]([C:35]#[C:34][CH2:33][CH2:32][C@@H:36]4[CH2:40][O:39][C:38](=[O:41])[NH:37]4)[CH:15]=[C:16]([CH2:21][N:22]4[CH2:27][CH2:26][O:25][CH2:24][CH2:23]4)[CH:17]=3)[N:12]([CH3:29])[CH:11]=2)=[O:9])=[CH:4][CH:3]=1, predict the reactants needed to synthesize it. The reactants are: [Cl:1][C:2]1[CH:31]=[CH:30][C:5]([CH2:6][NH:7][C:8]([C:10]2[C:19](=[O:20])[C:18]3[C:13](=[C:14](I)[CH:15]=[C:16]([CH2:21][N:22]4[CH2:27][CH2:26][O:25][CH2:24][CH2:23]4)[CH:17]=3)[N:12]([CH3:29])[CH:11]=2)=[O:9])=[CH:4][CH:3]=1.[CH2:32]([C@@H:36]1[CH2:40][O:39][C:38](=[O:41])[NH:37]1)[CH2:33][C:34]#[CH:35].CN(C=O)C. (2) The reactants are: [CH2:1]([N:8]([CH2:30][CH2:31][CH2:32][CH2:33][CH2:34][CH3:35])[C:9](=[O:29])[CH2:10][C:11]1[CH:12]=[C:13]([CH:26]=[CH:27][CH:28]=1)[O:14][CH2:15][C:16]1[CH:25]=[CH:24][CH:23]=[CH:22][C:17]=1[C:18]([O:20]C)=[O:19])[C:2]1[CH:7]=[CH:6][CH:5]=[CH:4][CH:3]=1.[OH-].[Li+]. Given the product [CH2:1]([N:8]([CH2:30][CH2:31][CH2:32][CH2:33][CH2:34][CH3:35])[C:9](=[O:29])[CH2:10][C:11]1[CH:12]=[C:13]([CH:26]=[CH:27][CH:28]=1)[O:14][CH2:15][C:16]1[CH:25]=[CH:24][CH:23]=[CH:22][C:17]=1[C:18]([OH:20])=[O:19])[C:2]1[CH:3]=[CH:4][CH:5]=[CH:6][CH:7]=1, predict the reactants needed to synthesize it. (3) Given the product [Br:1][C:2]1[CH:7]=[CH:6][C:5]([B:16]([OH:19])[OH:17])=[C:4]([CH2:9][CH3:10])[CH:3]=1, predict the reactants needed to synthesize it. The reactants are: [Br:1][C:2]1[CH:7]=[CH:6][C:5](I)=[C:4]([CH2:9][CH3:10])[CH:3]=1.C([Li])CCC.[B:16](OC)([O:19]C)[O:17]C.Cl. (4) Given the product [Cl:2][C:3]1[CH:4]=[C:5]([C:10]2([C:23]([F:24])([F:26])[F:25])[O:14][N:13]=[C:12]([C:15]3[CH:16]=[C:17]([CH:20]=[CH:21][CH:22]=3)[CH2:18][NH:19][C:34](=[O:37])[CH2:35][CH3:36])[CH2:11]2)[CH:6]=[C:7]([Cl:9])[CH:8]=1, predict the reactants needed to synthesize it. The reactants are: Cl.[Cl:2][C:3]1[CH:4]=[C:5]([C:10]2([C:23]([F:26])([F:25])[F:24])[O:14][N:13]=[C:12]([C:15]3[CH:16]=[C:17]([CH:20]=[CH:21][CH:22]=3)[CH2:18][NH2:19])[CH2:11]2)[CH:6]=[C:7]([Cl:9])[CH:8]=1.C(N(CC)CC)C.[C:34](Cl)(=[O:37])[CH2:35][CH3:36]. (5) The reactants are: [CH3:1][S:2]([N:5]1[C:13]2[C:8](=[CH:9][CH:10]=[C:11]([N+:14]([O-])=O)[CH:12]=2)[CH2:7][CH2:6]1)(=[O:4])=[O:3].C(O)C. Given the product [CH3:1][S:2]([N:5]1[C:13]2[C:8](=[CH:9][CH:10]=[C:11]([NH2:14])[CH:12]=2)[CH2:7][CH2:6]1)(=[O:4])=[O:3], predict the reactants needed to synthesize it. (6) Given the product [F:1][C:2]1[CH:3]=[CH:4][C:5]([CH3:15])=[C:6]([C:8]([CH3:14])([CH3:13])[CH2:9][C:10]([N:20]2[CH2:25][CH2:24][O:23][CH2:22][CH2:21]2)=[O:12])[CH:7]=1, predict the reactants needed to synthesize it. The reactants are: [F:1][C:2]1[CH:3]=[CH:4][C:5]([CH3:15])=[C:6]([C:8]([CH3:14])([CH3:13])[CH2:9][C:10]([OH:12])=O)[CH:7]=1.O=S(Cl)Cl.[NH:20]1[CH2:25][CH2:24][O:23][CH2:22][CH2:21]1.N1C=CC=CC=1.Cl. (7) Given the product [CH2:2]([O:4][C:5](=[O:25])[C@H:6]([CH3:24])[CH2:7][C@H:8]([NH:23][C:30](=[O:31])[CH2:29][CH2:28][C:27]([OH:32])=[O:26])[CH2:9][C:10]1[CH:15]=[CH:14][C:13]([C:16]2[CH:21]=[CH:20][CH:19]=[C:18]([Cl:22])[CH:17]=2)=[CH:12][CH:11]=1)[CH3:3], predict the reactants needed to synthesize it. The reactants are: Cl.[CH2:2]([O:4][C:5](=[O:25])[C@@H:6]([CH3:24])[CH2:7][CH:8]([NH2:23])[CH2:9][C:10]1[CH:15]=[CH:14][C:13]([C:16]2[CH:21]=[CH:20][CH:19]=[C:18]([Cl:22])[CH:17]=2)=[CH:12][CH:11]=1)[CH3:3].[O:26]1[C:30](=[O:31])[CH2:29][CH2:28][C:27]1=[O:32].N1C=CC=CC=1.Cl. (8) Given the product [NH2:1][C:2]1[C:3]([F:17])=[C:4]([CH2:8][CH2:9][C:10]([O:12][C:13]([CH3:15])([CH3:14])[CH3:16])=[O:11])[CH:5]=[CH:6][CH:7]=1, predict the reactants needed to synthesize it. The reactants are: [NH2:1][C:2]1[C:3]([F:17])=[C:4](/[CH:8]=[CH:9]/[C:10]([O:12][C:13]([CH3:16])([CH3:15])[CH3:14])=[O:11])[CH:5]=[CH:6][CH:7]=1. (9) Given the product [Cl:30][C:31]1[CH:36]=[CH:35][CH:34]=[CH:33][C:32]=1[C:37]1[C:41]([C:42]([O:1][CH:2]([C:24]2[CH:29]=[CH:28][CH:27]=[CH:26][CH:25]=2)[CH2:3][CH2:4][CH2:5][N:6]2[CH2:7][CH2:8][CH:9]([C:12]3[CH:17]=[CH:16][CH:15]=[C:14]([NH:18][C:19](=[O:23])[CH:20]([CH3:22])[CH3:21])[CH:13]=3)[CH2:10][CH2:11]2)=[O:43])=[C:40]([CH3:45])[O:39][N:38]=1, predict the reactants needed to synthesize it. The reactants are: [OH:1][CH:2]([C:24]1[CH:29]=[CH:28][CH:27]=[CH:26][CH:25]=1)[CH2:3][CH2:4][CH2:5][N:6]1[CH2:11][CH2:10][CH:9]([C:12]2[CH:13]=[C:14]([NH:18][C:19](=[O:23])[CH:20]([CH3:22])[CH3:21])[CH:15]=[CH:16][CH:17]=2)[CH2:8][CH2:7]1.[Cl:30][C:31]1[CH:36]=[CH:35][CH:34]=[CH:33][C:32]=1[C:37]1[C:41]([C:42](Cl)=[O:43])=[C:40]([CH3:45])[O:39][N:38]=1.